This data is from Full USPTO retrosynthesis dataset with 1.9M reactions from patents (1976-2016). The task is: Predict the reactants needed to synthesize the given product. (1) Given the product [CH3:13][C@@H:12]1[NH:8][CH2:9][C@@H:10]([CH2:14][N:15]2[C:23]3[C:18](=[CH:19][C:20]([C:24]4[CH:25]=[N:26][N:27]([CH:29]5[CH2:34][CH2:33][CH2:32][CH2:31][O:30]5)[CH:28]=4)=[CH:21][CH:22]=3)[CH:17]=[N:16]2)[CH2:11]1, predict the reactants needed to synthesize it. The reactants are: C([N:8]1[C@@H:12]([CH3:13])[CH2:11][C@H:10]([CH2:14][N:15]2[C:23]3[C:18](=[CH:19][C:20]([C:24]4[CH:25]=[N:26][N:27]([CH:29]5[CH2:34][CH2:33][CH2:32][CH2:31][O:30]5)[CH:28]=4)=[CH:21][CH:22]=3)[CH:17]=[N:16]2)[CH2:9]1)C1C=CC=CC=1.C([O-])=O.[NH4+].C(OCC)(=O)C. (2) Given the product [CH2:30]([C:11]1[N:10]=[C:9]([CH3:34])[N:8]([C:4]2[CH:5]=[CH:6][CH:7]=[C:2]([CH:35]=[CH2:36])[CH:3]=2)[C:13](=[O:14])[C:12]=1[CH2:15][C:16]1[CH:21]=[CH:20][C:19]([C:22]2[C:23]([C:28]#[N:29])=[CH:24][CH:25]=[CH:26][CH:27]=2)=[CH:18][CH:17]=1)[CH2:31][CH2:32][CH3:33], predict the reactants needed to synthesize it. The reactants are: Br[C:2]1[CH:3]=[C:4]([N:8]2[C:13](=[O:14])[C:12]([CH2:15][C:16]3[CH:21]=[CH:20][C:19]([C:22]4[C:23]([C:28]#[N:29])=[CH:24][CH:25]=[CH:26][CH:27]=4)=[CH:18][CH:17]=3)=[C:11]([CH2:30][CH2:31][CH2:32][CH3:33])[N:10]=[C:9]2[CH3:34])[CH:5]=[CH:6][CH:7]=1.[CH:35]([Sn](CCCC)(CCCC)CCCC)=[CH2:36].[Cl-].[Li+].[F-].[K+]. (3) The reactants are: O.[F:2][C:3]1[CH:4]=[C:5]([C:10]2[CH:11]=[CH:12][C:13](=[O:26])[N:14]([CH2:16][C:17]3[CH:22]=[CH:21][CH:20]=[C:19]([N+:23]([O-])=O)[CH:18]=3)[N:15]=2)[CH:6]=[C:7]([F:9])[CH:8]=1. Given the product [NH2:23][C:19]1[CH:18]=[C:17]([CH:22]=[CH:21][CH:20]=1)[CH2:16][N:14]1[C:13](=[O:26])[CH:12]=[CH:11][C:10]([C:5]2[CH:6]=[C:7]([F:9])[CH:8]=[C:3]([F:2])[CH:4]=2)=[N:15]1, predict the reactants needed to synthesize it.